This data is from Reaction yield outcomes from USPTO patents with 853,638 reactions. The task is: Predict the reaction yield, written as a fraction of the theoretical maximum amount of product (1.0 means a 100% yield; for example, 0.34 means a 34% yield). (1) The reactants are Cl[C:2]1[CH:7]=[C:6]([Cl:8])[N:5]=[CH:4][N:3]=1.[Br:9][C:10]1[CH:11]=[C:12]([CH:14]=[CH:15][CH:16]=1)[NH2:13].C(N(CC)C(C)C)(C)C.C(OCC)C. The catalyst is C(O)C. The product is [Cl:8][C:6]1[N:5]=[CH:4][N:3]=[C:2]([NH:13][C:12]2[CH:14]=[CH:15][CH:16]=[C:10]([Br:9])[CH:11]=2)[CH:7]=1. The yield is 0.620. (2) The reactants are [NH2:1][C:2]1[C:3](=[O:12])[N:4]([CH3:11])[C:5](=[O:10])[N:6]([CH3:9])[C:7]=1[NH2:8].O(CC)[C:14]([S-])=[S:15].[K+]. The catalyst is CN(C=O)C. The product is [CH3:11][N:4]1[C:3](=[O:12])[C:2]2[NH:1][C:14](=[S:15])[NH:8][C:7]=2[N:6]([CH3:9])[C:5]1=[O:10]. The yield is 0.320. (3) The reactants are Cl[CH2:2][C:3](=[N:16][NH:17][C:18]([NH2:20])=[O:19])[CH2:4][O:5][C:6]1[CH:11]=[CH:10][CH:9]=[C:8]([C:12]([F:15])([F:14])[F:13])[CH:7]=1.[P:21]([O:26]C)([O:24][CH3:25])[O:22][CH3:23]. The catalyst is C1(C)C=CC=CC=1. The product is [F:13][C:12]([F:15])([F:14])[C:8]1[CH:7]=[C:6]([CH:11]=[CH:10][CH:9]=1)[O:5][CH2:4][C:3](=[N:16][NH:17][C:18]([NH2:20])=[O:19])[CH2:2][P:21](=[O:26])([O:24][CH3:25])[O:22][CH3:23]. The yield is 0.590. (4) The reactants are [CH:1]1([N:6]2[C:14]3[CH:13]=[C:12]([CH:15]([OH:18])CO)[CH:11]=[C:10]([C:19]([NH:21][CH2:22][C:23]4[C:24](=[O:31])[NH:25][C:26]([CH3:30])=[CH:27][C:28]=4[CH3:29])=[O:20])[C:9]=3[CH:8]=[N:7]2)[CH2:5][CH2:4][CH2:3][CH2:2]1. The catalyst is C1COCC1.O. The product is [CH:1]1([N:6]2[C:14]3[CH:13]=[C:12]([CH:15]=[O:18])[CH:11]=[C:10]([C:19]([NH:21][CH2:22][C:23]4[C:24](=[O:31])[NH:25][C:26]([CH3:30])=[CH:27][C:28]=4[CH3:29])=[O:20])[C:9]=3[CH:8]=[N:7]2)[CH2:2][CH2:3][CH2:4][CH2:5]1. The yield is 0.721. (5) The reactants are C(OC([NH:11][NH:12][CH:13]1[CH2:19][O:18][CH2:17][CH2:16][N:15]([C:20]([O:22][C:23]([CH3:26])([CH3:25])[CH3:24])=[O:21])[CH2:14]1)=O)C1C=CC=CC=1. The catalyst is C(O)C.[Pd]. The product is [NH:12]([CH:13]1[CH2:19][O:18][CH2:17][CH2:16][N:15]([C:20]([O:22][C:23]([CH3:26])([CH3:25])[CH3:24])=[O:21])[CH2:14]1)[NH2:11]. The yield is 0.940. (6) The reactants are Br[C:2]([CH3:13])([C:8]([O:10][CH2:11][CH3:12])=[O:9])[C:3]([O:5][CH2:6][CH3:7])=[O:4].[F-].[K+].[N+:16]([C:19]1[CH:20]=[C:21]([OH:25])[CH:22]=[CH:23][CH:24]=1)([O-:18])=[O:17]. The catalyst is CN(C=O)C.O. The product is [CH3:13][C:2]([O:25][C:21]1[CH:22]=[CH:23][CH:24]=[C:19]([N+:16]([O-:18])=[O:17])[CH:20]=1)([C:8]([O:10][CH2:11][CH3:12])=[O:9])[C:3]([O:5][CH2:6][CH3:7])=[O:4]. The yield is 0.800. (7) The reactants are [Br:1][C:2]1[CH:3]=[C:4]([C:7]2[CH:11]=[CH:10][NH:9][N:8]=2)[S:5][CH:6]=1.[H-].[Na+].[CH2:14](I)[CH3:15].O. The catalyst is CN(C)C=O.CC(OC)(C)C. The product is [Br:1][C:2]1[CH:3]=[C:4]([C:7]2[CH:11]=[CH:10][N:9]([CH2:14][CH3:15])[N:8]=2)[S:5][CH:6]=1.[Br:1][C:2]1[CH:3]=[C:4]([C:7]2[N:8]([CH2:14][CH3:15])[N:9]=[CH:10][CH:11]=2)[S:5][CH:6]=1. The yield is 0.680.